Dataset: Forward reaction prediction with 1.9M reactions from USPTO patents (1976-2016). Task: Predict the product of the given reaction. (1) Given the reactants Br[C:2]1[C:3]([C:8]#[N:9])=[N:4][CH:5]=[CH:6][CH:7]=1.[CH3:10][O:11][C:12]1[CH:13]=[C:14]([CH:18]=[CH:19][CH:20]=1)[C:15](Cl)=[O:16].[NH4+].[Cl-], predict the reaction product. The product is: [CH3:10][O:11][C:12]1[CH:13]=[C:14]([CH:18]=[CH:19][CH:20]=1)[C:15]([C:2]1[C:3]([C:8]#[N:9])=[N:4][CH:5]=[CH:6][CH:7]=1)=[O:16]. (2) Given the reactants [F:1][C:2]([F:13])([F:12])[C:3]1[CH:11]=[CH:10][C:6]([C:7]([NH2:9])=[S:8])=[CH:5][CH:4]=1.[CH3:14][O:15][C:16](=[O:26])[C:17]([CH3:25])([CH3:24])[C:18](=O)[CH:19](Br)[CH2:20][CH3:21], predict the reaction product. The product is: [CH3:14][O:15][C:16](=[O:26])[C:17]([CH3:25])([C:18]1[N:9]=[C:7]([C:6]2[CH:10]=[CH:11][C:3]([C:2]([F:1])([F:12])[F:13])=[CH:4][CH:5]=2)[S:8][C:19]=1[CH2:20][CH3:21])[CH3:24].